This data is from Forward reaction prediction with 1.9M reactions from USPTO patents (1976-2016). The task is: Predict the product of the given reaction. Given the reactants [C:1]([O:5][C:6]([N:8]1[CH2:15][CH:14]2[CH:10]([CH2:11][N:12]([CH2:16][C:17]3[S:18][C:19]4[N:20]=[C:21]([Cl:32])[N:22]=[C:23]([N:26]5[CH2:31][CH2:30][O:29][CH2:28][CH2:27]5)[C:24]=4[N:25]=3)[CH2:13]2)[CH2:9]1)=[O:7])([CH3:4])([CH3:3])[CH3:2].Cl.[C:34](OC(N1CCC2(CNC2)CC1)=O)(C)(C)C, predict the reaction product. The product is: [C:1]([O:5][C:6]([N:8]1[CH2:15][CH2:34][C:14]2([CH2:13][N:12]([CH2:16][C:17]3[S:18][C:19]4[N:20]=[C:21]([Cl:32])[N:22]=[C:23]([N:26]5[CH2:27][CH2:28][O:29][CH2:30][CH2:31]5)[C:24]=4[N:25]=3)[CH2:11]2)[CH2:10][CH2:9]1)=[O:7])([CH3:4])([CH3:3])[CH3:2].